This data is from Reaction yield outcomes from USPTO patents with 853,638 reactions. The task is: Predict the reaction yield, written as a fraction of the theoretical maximum amount of product (1.0 means a 100% yield; for example, 0.34 means a 34% yield). (1) The reactants are [C:1]([C:3]1[CH:8]=[CH:7][CH:6]=[CH:5][C:4]=1[C:9]1[CH:14]=[CH:13][C:12]([CH2:15][CH:16]([C:21](=O)[CH2:22][CH2:23][CH2:24][CH3:25])[C:17](OC)=[O:18])=[CH:11][CH:10]=1)#[N:2].[O:27]1[C:31]2([CH2:36][CH2:35][CH:34]([NH:37][C:38]3[NH:42][CH:41]=[N:40][N:39]=3)[CH2:33][CH2:32]2)[O:30][CH2:29][CH2:28]1. No catalyst specified. The product is [CH2:22]([C:21]1[N:39]2[N:40]=[CH:41][N:42]=[C:38]2[N:37]([CH:34]2[CH2:33][CH2:32][C:31]3([O:27][CH2:28][CH2:29][O:30]3)[CH2:36][CH2:35]2)[C:17](=[O:18])[C:16]=1[CH2:15][C:12]1[CH:11]=[CH:10][C:9]([C:4]2[C:3]([C:1]#[N:2])=[CH:8][CH:7]=[CH:6][CH:5]=2)=[CH:14][CH:13]=1)[CH2:23][CH2:24][CH3:25]. The yield is 0.530. (2) The reactants are [F:1][C:2]1[CH:7]=[C:6]([F:8])[CH:5]=[CH:4][C:3]=1[N:9]1[CH2:14][CH2:13][NH:12][CH2:11][CH2:10]1.C(N(CC)CC)C.Cl[C:23]([O:25][C:26]1[CH:31]=[CH:30][C:29]([N+:32]([O-:34])=[O:33])=[CH:28][CH:27]=1)=[O:24]. The catalyst is C1COCC1. The product is [N+:32]([C:29]1[CH:28]=[CH:27][C:26]([O:25][C:23]([N:12]2[CH2:11][CH2:10][N:9]([C:3]3[CH:4]=[CH:5][C:6]([F:8])=[CH:7][C:2]=3[F:1])[CH2:14][CH2:13]2)=[O:24])=[CH:31][CH:30]=1)([O-:34])=[O:33]. The yield is 0.630. (3) The reactants are [C:1]([O:4][C@H:5]1[O:22][C@H:21]([CH2:23][O:24]C(=O)C)[C@@H:16]([O:17]C(=O)C)[C@H:11]([O:12]C(=O)C)[C@@H:6]1[O:7]C(=O)C)(=O)[CH3:2].OC1C=[CH:31][C:32]([C:39]2[CH:44]=[CH:43][CH:42]=[C:41]([C:45]([O:47][CH3:48])=[O:46])[CH:40]=2)=[C:33]([CH:38]=1)[C:34]([O:36][CH3:37])=[O:35]. No catalyst specified. The product is [CH3:48][O:47][C:45]([C:41]1[CH:40]=[C:39]([C:32]2[CH:31]=[CH:2][C:1]([O:4][C@@H:5]3[C@@H:6]([OH:7])[C@@H:11]([OH:12])[C@H:16]([OH:17])[C@@H:21]([CH2:23][OH:24])[O:22]3)=[CH:38][C:33]=2[C:34]([O:36][CH3:37])=[O:35])[CH:44]=[CH:43][CH:42]=1)=[O:46]. The yield is 0.730.